From a dataset of Reaction yield outcomes from USPTO patents with 853,638 reactions. Predict the reaction yield, written as a fraction of the theoretical maximum amount of product (1.0 means a 100% yield; for example, 0.34 means a 34% yield). (1) The reactants are [Cl:1][C:2]1[N:10]=[C:9]2[C:5]([N:6]=[C:7]([C:17](=[O:22])[C:18]([F:21])([F:20])[F:19])[N:8]2[CH:11]2[CH2:16][CH2:15][CH2:14][CH2:13][O:12]2)=[C:4]([N:23]2[CH2:28][CH2:27][O:26][CH2:25][CH2:24]2)[N:3]=1.[BH4-].[Na+]. The catalyst is CO. The product is [Cl:1][C:2]1[N:10]=[C:9]2[C:5]([N:6]=[C:7]([CH:17]([OH:22])[C:18]([F:21])([F:20])[F:19])[N:8]2[CH:11]2[CH2:16][CH2:15][CH2:14][CH2:13][O:12]2)=[C:4]([N:23]2[CH2:28][CH2:27][O:26][CH2:25][CH2:24]2)[N:3]=1. The yield is 0.860. (2) The reactants are [OH-].[Na+].[CH:3]1([C:9]2[C:10]3[CH:11]=[CH:12][C:13]([C:35]([O:37]C)=[O:36])=[CH:14][C:15]=3[N:16]3[CH2:22][CH:21]([C:23]([N:25]4[CH2:30][CH2:29][O:28][CH2:27][CH2:26]4)=[O:24])[CH2:20][C:19]4[CH:31]=[CH:32][CH:33]=[CH:34][C:18]=4[C:17]=23)[CH2:8][CH2:7][CH2:6][CH2:5][CH2:4]1.Cl. The catalyst is CO.O1CCCC1. The product is [CH:3]1([C:9]2[C:10]3[CH:11]=[CH:12][C:13]([C:35]([OH:37])=[O:36])=[CH:14][C:15]=3[N:16]3[CH2:22][CH:21]([C:23]([N:25]4[CH2:26][CH2:27][O:28][CH2:29][CH2:30]4)=[O:24])[CH2:20][C:19]4[CH:31]=[CH:32][CH:33]=[CH:34][C:18]=4[C:17]=23)[CH2:4][CH2:5][CH2:6][CH2:7][CH2:8]1. The yield is 0.830.